The task is: Predict which catalyst facilitates the given reaction.. This data is from Catalyst prediction with 721,799 reactions and 888 catalyst types from USPTO. The catalyst class is: 526. Product: [Cl:1][C:2]1[CH:22]=[C:21]([O:23][CH2:29][C:26]2[CH:27]=[CH:28][S:24][CH:25]=2)[CH:20]=[CH:19][C:3]=1[CH2:4][N:5]1[C:9]2=[N:10][C:11]([C:14]([O:16][CH3:17])=[O:15])=[CH:12][CH:13]=[C:8]2[N:7]=[C:6]1[CH3:18]. Reactant: [Cl:1][C:2]1[CH:22]=[C:21]([OH:23])[CH:20]=[CH:19][C:3]=1[CH2:4][N:5]1[C:9]2=[N:10][C:11]([C:14]([O:16][CH3:17])=[O:15])=[CH:12][CH:13]=[C:8]2[N:7]=[C:6]1[CH3:18].[S:24]1[CH:28]=[CH:27][C:26]([CH2:29]O)=[CH:25]1.C1(P(C2C=CC=CC=2)C2C=CC=CC=2)C=CC=CC=1.N(C(OCC)=O)=NC(OCC)=O.